This data is from hERG potassium channel inhibition data for cardiac toxicity prediction from Karim et al.. The task is: Regression/Classification. Given a drug SMILES string, predict its toxicity properties. Task type varies by dataset: regression for continuous values (e.g., LD50, hERG inhibition percentage) or binary classification for toxic/non-toxic outcomes (e.g., AMES mutagenicity, cardiotoxicity, hepatotoxicity). Dataset: herg_karim. The molecule is CCOC(=O)CNc1cc(N2CCOCC2)cc(CCc2nc(C)c(CC)o2)n1. The result is 1 (blocker).